From a dataset of NCI-60 drug combinations with 297,098 pairs across 59 cell lines. Regression. Given two drug SMILES strings and cell line genomic features, predict the synergy score measuring deviation from expected non-interaction effect. (1) Drug 1: CC12CCC(CC1=CCC3C2CCC4(C3CC=C4C5=CN=CC=C5)C)O. Drug 2: CN(C)C1=NC(=NC(=N1)N(C)C)N(C)C. Cell line: PC-3. Synergy scores: CSS=2.07, Synergy_ZIP=-0.545, Synergy_Bliss=0.267, Synergy_Loewe=-3.42, Synergy_HSA=-0.664. (2) Drug 1: CC1=C(C(CCC1)(C)C)C=CC(=CC=CC(=CC(=O)O)C)C. Drug 2: C1CN(P(=O)(OC1)NCCCl)CCCl. Cell line: MCF7. Synergy scores: CSS=8.86, Synergy_ZIP=-3.35, Synergy_Bliss=3.74, Synergy_Loewe=-8.32, Synergy_HSA=1.46.